Dataset: Full USPTO retrosynthesis dataset with 1.9M reactions from patents (1976-2016). Task: Predict the reactants needed to synthesize the given product. (1) Given the product [F:45][C:39]1[CH:40]=[CH:41][C:42]([F:44])=[CH:43][C:38]=1[S:35]([NH:31][C:27]1[CH:28]=[CH:29][CH:30]=[C:25]([C:16]2[C:17]([C:19]3[CH:24]=[CH:23][N:22]=[CH:21][CH:20]=3)=[CH:18][N:14]([CH:11]3[CH2:10][CH2:9][NH:8][CH2:13][CH2:12]3)[N:15]=2)[C:26]=1[F:46])(=[O:37])=[O:36], predict the reactants needed to synthesize it. The reactants are: C(OC([N:8]1[CH2:13][CH2:12][CH:11]([N:14]2[CH:18]=[C:17]([C:19]3[CH:24]=[CH:23][N:22]=[CH:21][CH:20]=3)[C:16]([C:25]3[CH:30]=[CH:29][CH:28]=[C:27]([N:31]([S:35]([C:38]4[CH:43]=[C:42]([F:44])[CH:41]=[CH:40][C:39]=4[F:45])(=[O:37])=[O:36])COC)[C:26]=3[F:46])=[N:15]2)[CH2:10][CH2:9]1)=O)(C)(C)C. (2) The reactants are: Cl.[N:2]1[CH:7]=[CH:6][CH:5]=[CH:4][C:3]=1[CH2:8][C:9]([OH:11])=O.[NH2:12][C:13]1[S:17][C:16]([CH2:18][CH2:19][CH2:20][CH2:21][N:22]2[CH:27]=[CH:26][C:25]([NH:28][C:29](=[O:37])[CH2:30][C:31]3[CH:36]=[CH:35][CH:34]=[CH:33][CH:32]=3)=[CH:24][C:23]2=[O:38])=[N:15][N:14]=1.C(P1(=O)OP(CCC)(=O)OP(CCC)(=O)O1)CC. Given the product [O:38]=[C:23]1[CH:24]=[C:25]([NH:28][C:29](=[O:37])[CH2:30][C:31]2[CH:36]=[CH:35][CH:34]=[CH:33][CH:32]=2)[CH:26]=[CH:27][N:22]1[CH2:21][CH2:20][CH2:19][CH2:18][C:16]1[S:17][C:13]([NH:12][C:9](=[O:11])[CH2:8][C:3]2[CH:4]=[CH:5][CH:6]=[CH:7][N:2]=2)=[N:14][N:15]=1, predict the reactants needed to synthesize it. (3) Given the product [CH3:9][C@@:10]1([C:16]([OH:18])=[O:17])[CH2:14][CH2:13][C:12](=[O:15])[NH:11]1, predict the reactants needed to synthesize it. The reactants are: N1CCC[C@H]1C(O)=O.[CH3:9][C@:10]1([C:16]([OH:18])=[O:17])[CH2:14][CH2:13][C:12](=[O:15])[NH:11]1. (4) The reactants are: [O:1]=[CH:2][C@@H:3]([C@H:5]([C@@H:7]([C@@H:9](CO)[OH:10])[OH:8])[OH:6])[OH:4].NC(N)=O. Given the product [CH2:2]([OH:1])[C@@H:3]([C@H:5]([C@@H:7]([CH2:9][OH:10])[OH:8])[OH:6])[OH:4], predict the reactants needed to synthesize it.